Dataset: Catalyst prediction with 721,799 reactions and 888 catalyst types from USPTO. Task: Predict which catalyst facilitates the given reaction. (1) Reactant: C(OC([N:8]1[CH2:12][CH2:11][C@H:10]([O:13][CH2:14][C:15]2[CH:20]=[CH:19][CH:18]=[CH:17][C:16]=2[C:21]([N:23]2[CH2:37][C:26]3=[C:27]4[N:32]([N:33]=[C:25]3[CH2:24]2)[C:31]([CH3:34])=[C:30]([Cl:35])[C:29]([CH3:36])=[N:28]4)=[O:22])[CH2:9]1)=O)(C)(C)C.C(O)(C(F)(F)F)=O. Product: [Cl:35][C:30]1[C:29]([CH3:36])=[N:28][C:27]2[N:32]([N:33]=[C:25]3[CH2:24][N:23]([C:21]([C:16]4[CH:17]=[CH:18][CH:19]=[CH:20][C:15]=4[CH2:14][O:13][C@H:10]4[CH2:11][CH2:12][NH:8][CH2:9]4)=[O:22])[CH2:37][C:26]3=2)[C:31]=1[CH3:34]. The catalyst class is: 2. (2) The catalyst class is: 1. Product: [Cl:23][C:21]1[C:20]([CH2:24][C:25]([O:27][CH3:28])=[O:26])=[C:19]([N:29]([CH3:30])[CH3:31])[N:18]=[C:17]([CH2:16][C:15]2[CH:14]=[CH:13][C:12]([NH:11][CH3:1])=[CH:33][CH:32]=2)[N:22]=1. Reactant: [C:1](OC(=O)C)(=O)C.C(O)=O.[NH2:11][C:12]1[CH:33]=[CH:32][C:15]([CH2:16][C:17]2[N:22]=[C:21]([Cl:23])[C:20]([CH2:24][C:25]([O:27][CH3:28])=[O:26])=[C:19]([N:29]([CH3:31])[CH3:30])[N:18]=2)=[CH:14][CH:13]=1. (3) Reactant: C([O-])([O-])=O.[K+].[K+].[I-].[K+].[CH2:9](Br)[CH3:10].[F:12][C:13]1[CH:18]=[CH:17][C:16]([CH2:19][CH2:20][NH:21][CH2:22][CH:23]2[CH2:28][CH2:27][N:26]([C:29]([C:31]3[N:32]([CH3:40])[N:33]=[C:34]4[C:39]=3[CH:38]=[CH:37][CH:36]=[CH:35]4)=[O:30])[CH2:25][CH2:24]2)=[CH:15][CH:14]=1.[ClH:41]. Product: [ClH:41].[CH2:9]([N:21]([CH2:22][CH:23]1[CH2:28][CH2:27][N:26]([C:29]([C:31]2[N:32]([CH3:40])[N:33]=[C:34]3[C:39]=2[CH:38]=[CH:37][CH:36]=[CH:35]3)=[O:30])[CH2:25][CH2:24]1)[CH2:20][CH2:19][C:16]1[CH:17]=[CH:18][C:13]([F:12])=[CH:14][CH:15]=1)[CH3:10]. The catalyst class is: 8. (4) Reactant: [F:1][C:2]1[CH:7]=[CH:6][C:5]([C:8]2[C:9](=[O:22])[N:10]([CH:16]3[CH2:21][CH2:20][CH2:19][CH2:18][O:17]3)[N:11]=[C:12]([CH2:14]O)[CH:13]=2)=[CH:4][CH:3]=1.C(Br)(Br)(Br)[Br:24].C1(P(C2C=CC=CC=2)C2C=CC=CC=2)C=CC=CC=1. Product: [Br:24][CH2:14][C:12]1[CH:13]=[C:8]([C:5]2[CH:6]=[CH:7][C:2]([F:1])=[CH:3][CH:4]=2)[C:9](=[O:22])[N:10]([CH:16]2[CH2:21][CH2:20][CH2:19][CH2:18][O:17]2)[N:11]=1. The catalyst class is: 2. (5) The catalyst class is: 34. Product: [C:1]([S:5][C:6]1[C:14]2[C:9](=[CH:10][CH:11]=[C:12]([O:15][CH2:16][C:17]3[CH:22]=[CH:21][C:20]([CH3:23])=[CH:19][N:18]=3)[CH:13]=2)[N:8]([CH3:24])[C:7]=1[CH:25]([CH2:29][C:30]1[CH:31]=[CH:32][C:33]([C:36]2[CH:41]=[CH:40][C:39]([C:42]([F:43])([F:45])[F:44])=[CH:38][N:37]=2)=[CH:34][CH:35]=1)[C:26]#[N:28])([CH3:4])([CH3:2])[CH3:3]. Reactant: [C:1]([S:5][C:6]1[C:14]2[C:9](=[CH:10][CH:11]=[C:12]([O:15][CH2:16][C:17]3[CH:22]=[CH:21][C:20]([CH3:23])=[CH:19][N:18]=3)[CH:13]=2)[N:8]([CH3:24])[C:7]=1[CH:25]([CH2:29][C:30]1[CH:35]=[CH:34][C:33]([C:36]2[CH:41]=[CH:40][C:39]([C:42]([F:45])([F:44])[F:43])=[CH:38][N:37]=2)=[CH:32][CH:31]=1)[C:26]([NH2:28])=O)([CH3:4])([CH3:3])[CH3:2].FC(F)(F)C(OC(=O)C(F)(F)F)=O.N1C=CC=CC=1. (6) Reactant: [F:1][C:2]1[CH:3]=[C:4]([N:9]2[CH2:13][CH:12]([CH2:14][NH:15][C:16](=[O:18])[CH3:17])[O:11][C:10]2=[O:19])[CH:5]=[CH:6][C:7]=1I.[CH3:20][C:21]1([CH3:28])[C:25]([CH3:27])([CH3:26])[O:24][BH:23][O:22]1.C(N(CC)CC)C. Product: [F:1][C:2]1[CH:3]=[C:4]([N:9]2[CH2:13][CH:12]([CH2:14][NH:15][C:16](=[O:18])[CH3:17])[O:11][C:10]2=[O:19])[CH:5]=[CH:6][C:7]=1[B:23]1[O:24][C:25]([CH3:27])([CH3:26])[C:21]([CH3:28])([CH3:20])[O:22]1. The catalyst class is: 75. (7) Reactant: [C:1]([O:5][CH2:6][CH3:7])(=[O:4])[CH:2]=[O:3].[NH2:8][CH2:9][CH2:10][CH2:11]O.[CH3:13][C:14]1[CH:15]=[CH:16][C:17]([N:23]2[N:27]=[CH:26][CH:25]=[N:24]2)=[C:18]([CH:22]=1)[C:19]([OH:21])=O. Product: [CH3:13][C:14]1[CH:15]=[CH:16][C:17]([N:23]2[N:27]=[CH:26][CH:25]=[N:24]2)=[C:18]([CH:22]=1)[C:19]([N:8]1[CH2:9][CH2:10][CH2:11][O:3][CH:2]1[C:1]([O:5][CH2:6][CH3:7])=[O:4])=[O:21]. The catalyst class is: 11.